Task: Predict the reactants needed to synthesize the given product.. Dataset: Full USPTO retrosynthesis dataset with 1.9M reactions from patents (1976-2016) (1) The reactants are: [Cl:1][C:2]1[CH:7]=[C:6]([O:8][CH2:9][CH:10]2[CH2:15][CH2:14][O:13][CH2:12][CH2:11]2)[CH:5]=[CH:4][C:3]=1[C:16]1[CH:21]=[CH:20][CH:19]=[C:18]([CH2:22][O:23][C:24]2[CH:29]=[CH:28][C:27]([C:30]3([CH2:34][C:35]([O:37]CC)=[O:36])[CH2:33][O:32][CH2:31]3)=[CH:26][CH:25]=2)[CH:17]=1.O.[OH-].[Li+]. Given the product [Cl:1][C:2]1[CH:7]=[C:6]([O:8][CH2:9][CH:10]2[CH2:11][CH2:12][O:13][CH2:14][CH2:15]2)[CH:5]=[CH:4][C:3]=1[C:16]1[CH:21]=[CH:20][CH:19]=[C:18]([CH2:22][O:23][C:24]2[CH:29]=[CH:28][C:27]([C:30]3([CH2:34][C:35]([OH:37])=[O:36])[CH2:33][O:32][CH2:31]3)=[CH:26][CH:25]=2)[CH:17]=1, predict the reactants needed to synthesize it. (2) Given the product [F:1][C:2]1[CH:11]=[CH:10][C:5]([C:6]([NH:8][CH3:9])=[O:7])=[CH:4][C:3]=1[C:12]1[C:20]2[C:15](=[CH:16][CH:17]=[C:18]([C:21]3[O:22][C:23]([NH:26][CH:27]([CH3:29])[CH3:28])=[N:24][N:25]=3)[CH:19]=2)[NH:14][CH:13]=1, predict the reactants needed to synthesize it. The reactants are: [F:1][C:2]1[CH:11]=[CH:10][C:5]([C:6]([NH:8][CH3:9])=[O:7])=[CH:4][C:3]=1[C:12]1[C:20]2[C:15](=[CH:16][CH:17]=[C:18]([C:21]3[O:22][C:23]([NH:26][CH:27]([CH3:29])[CH3:28])=[N:24][N:25]=3)[CH:19]=2)[N:14](S(C2C=CC(C)=CC=2)(=O)=O)[CH:13]=1.[OH-].[Na+]. (3) Given the product [CH3:17][C:18]1[CH:19]=[C:20]([NH:2][C:1]2[N:10]=[CH:9][N:8]=[C:7]3[NH:6][N:5]=[C:4]([O:13][CH2:14][CH2:15][OH:16])[C:3]=23)[CH:22]=[CH:23][C:24]=1[O:25][C:26]1[CH:27]=[N:28][C:29]([CH3:32])=[CH:30][CH:31]=1, predict the reactants needed to synthesize it. The reactants are: [C:1]([C:3]1[C:4]([O:13][CH2:14][CH2:15][OH:16])=[N:5][NH:6][C:7]=1[N:8]=[CH:9][N:10](C)C)#[N:2].[CH3:17][C:18]1[CH:19]=[C:20]([CH:22]=[CH:23][C:24]=1[O:25][C:26]1[CH:27]=[N:28][C:29]([CH3:32])=[CH:30][CH:31]=1)N. (4) Given the product [F:1][C:2]1[CH:11]=[C:10]2[C:5]([C:6]([OH:17])=[C:7]([C:12]([OH:14])=[O:13])[CH:8]=[N:9]2)=[CH:4][CH:3]=1, predict the reactants needed to synthesize it. The reactants are: [F:1][C:2]1[CH:11]=[C:10]2[C:5]([C:6]([OH:17])=[C:7]([C:12]([O:14]CC)=[O:13])[CH:8]=[N:9]2)=[CH:4][CH:3]=1. (5) Given the product [Cl:1][C:2]1[CH:10]=[CH:9][C:8]([C:11]2[C:16]([C@@H:17]([NH:27][C:28](=[O:45])[CH2:29][N:30]3[C:34]4[C:35]([F:39])([F:40])[C@@H:36]5[CH2:38][C@@H:37]5[C:33]=4[C:32]([C:41]([F:44])([F:43])[F:42])=[N:31]3)[CH2:18][C:19]3[CH:24]=[C:23]([F:25])[CH:22]=[C:21]([F:26])[CH:20]=3)=[N:15][C:14]([C:46]#[C:66][C@@:68]3([CH3:81])[O:73][CH2:72][CH2:71][NH:70][CH2:69]3)=[CH:13][CH:12]=2)=[C:7]2[C:3]=1[C:4]([NH:61][S:62]([CH3:65])(=[O:64])=[O:63])=[N:5][N:6]2[CH3:60], predict the reactants needed to synthesize it. The reactants are: [Cl:1][C:2]1[CH:10]=[CH:9][C:8]([C:11]2[CH:12]=[CH:13][C:14]([C:46]#CC3CCCN3C(OC(C)(C)C)=O)=[N:15][C:16]=2[C@@H:17]([NH:27][C:28](=[O:45])[CH2:29][N:30]2[C:34]3[C:35]([F:40])([F:39])[C@@H:36]4[CH2:38][C@@H:37]4[C:33]=3[C:32]([C:41]([F:44])([F:43])[F:42])=[N:31]2)[CH2:18][C:19]2[CH:24]=[C:23]([F:25])[CH:22]=[C:21]([F:26])[CH:20]=2)=[C:7]2[C:3]=1[C:4]([NH:61][S:62]([CH3:65])(=[O:64])=[O:63])=[N:5][N:6]2[CH3:60].[CH:66]([C@@:68]1([CH3:81])[O:73][CH2:72][CH2:71][N:70](C(OC(C)(C)C)=O)[CH2:69]1)=O. (6) Given the product [OH:20][CH2:19][C:5]1[CH:6]=[C:7]([O:9][CH2:10][CH2:11][N:12]([CH2:22][CH2:23][O:24][CH2:25][CH2:26][O:27][CH2:28][CH2:29][O:30][CH3:31])[CH2:13][CH2:14][C:15]([O:17][CH3:18])=[O:16])[CH:8]=[C:3]([CH2:2][OH:1])[N:4]=1, predict the reactants needed to synthesize it. The reactants are: [OH:1][CH2:2][C:3]1[CH:8]=[C:7]([O:9][CH2:10][CH2:11][NH:12][CH2:13][CH2:14][C:15]([O:17][CH3:18])=[O:16])[CH:6]=[C:5]([CH2:19][OH:20])[N:4]=1.I[CH2:22][CH2:23][O:24][CH2:25][CH2:26][O:27][CH2:28][CH2:29][O:30][CH3:31].C(N(C(C)C)CC)(C)C. (7) Given the product [CH3:9][C:10]1[CH:16]=[C:15]([C:23]([F:32])([C:28]([F:31])([F:30])[F:29])[C:24]([F:27])([F:26])[F:25])[CH:14]=[CH:13][C:11]=1[NH2:12], predict the reactants needed to synthesize it. The reactants are: S(S([O-])=O)([O-])=O.[Na+].[Na+].[CH3:9][C:10]1[CH:16]=[CH:15][CH:14]=[CH:13][C:11]=1[NH2:12].C(=O)([O-])O.[Na+].Br[C:23]([F:32])([C:28]([F:31])([F:30])[F:29])[C:24]([F:27])([F:26])[F:25].C(=O)([O-])[O-].[Na+].[Na+].